Dataset: Reaction yield outcomes from USPTO patents with 853,638 reactions. Task: Predict the reaction yield, written as a fraction of the theoretical maximum amount of product (1.0 means a 100% yield; for example, 0.34 means a 34% yield). (1) The reactants are [CH:1]([C:4]1[CH:10]=[CH:9][CH:8]=[CH:7][C:5]=1[NH2:6])([CH3:3])[CH3:2].[Br:11]Br. The catalyst is ClCCl. The product is [Br:11][C:9]1[CH:8]=[CH:7][C:5]([NH2:6])=[C:4]([CH:1]([CH3:3])[CH3:2])[CH:10]=1. The yield is 0.570. (2) The reactants are Br.[Cl:2][C:3]1[CH:4]=[C:5]([C:9]2[O:13][N:12]=[C:11]([CH:14]([S:16][C:17]3[N:18]([CH2:30][CH3:31])[C:19]([C:22]4[CH:27]=[CH:26][N:25]=[C:24]([O:28]C)[CH:23]=4)=[N:20][N:21]=3)[CH3:15])[N:10]=2)[CH:6]=[CH:7][CH:8]=1.C([O-])(O)=O.[Na+]. The catalyst is CC(O)=O. The product is [Cl:2][C:3]1[CH:4]=[C:5]([C:9]2[O:13][N:12]=[C:11]([CH:14]([S:16][C:17]3[N:18]([CH2:30][CH3:31])[C:19]([C:22]4[CH:27]=[CH:26][N:25]=[C:24]([OH:28])[CH:23]=4)=[N:20][N:21]=3)[CH3:15])[N:10]=2)[CH:6]=[CH:7][CH:8]=1. The yield is 0.990.